This data is from Forward reaction prediction with 1.9M reactions from USPTO patents (1976-2016). The task is: Predict the product of the given reaction. (1) Given the reactants N[C:2]1[C:3]([Cl:8])=[N:4][CH:5]=[CH:6][CH:7]=1.[BH-](O[C:19]([CH3:21])=O)(OC(C)=O)OC(C)=O.[Na+].[C:23](=O)([O-])[O-].[K+].[K+], predict the reaction product. The product is: [Cl:8][C:3]1[C:2]([CH:19]([CH3:21])[CH3:23])=[CH:7][CH:6]=[CH:5][N:4]=1. (2) Given the reactants [O:1]=[C:2]1[NH:6][C:5](=[O:7])[O:4][N:3]1[CH2:8][C:9]1[CH:37]=[CH:36][C:12]([O:13][CH2:14][C:15]2[C:16]([CH3:35])=[C:17]([C:21]3[CH:26]=[CH:25][C:24]([O:27][C:28]([F:33])([F:32])[C:29]([OH:31])=[O:30])=[CH:23][C:22]=3[CH3:34])[CH:18]=[CH:19][CH:20]=2)=[CH:11][CH:10]=1.[OH-].[Na+:39], predict the reaction product. The product is: [O:1]=[C:2]1[N-:6][C:5](=[O:7])[O:4][N:3]1[CH2:8][C:9]1[CH:10]=[CH:11][C:12]([O:13][CH2:14][C:15]2[C:16]([CH3:35])=[C:17]([C:21]3[CH:26]=[CH:25][C:24]([O:27][C:28]([F:33])([F:32])[C:29]([O-:31])=[O:30])=[CH:23][C:22]=3[CH3:34])[CH:18]=[CH:19][CH:20]=2)=[CH:36][CH:37]=1.[Na+:39].[Na+:39]. (3) Given the reactants [F:1][C:2]([F:44])([F:43])[C:3]1[CH:42]=[CH:41][C:6]([CH2:7][N:8]2[C:13](=[O:14])[C:12]([C:15]3[CH:20]=[CH:19][C:18]([Cl:21])=[CH:17][CH:16]=3)=[C:11]([C:22]3[CH:27]=[CH:26][C:25]([Cl:28])=[CH:24][CH:23]=3)[C:10]3=[N:29][N:30](COCC[Si](C)(C)C)[C:31](=[O:32])[N:9]23)=[CH:5][CH:4]=1, predict the reaction product. The product is: [F:44][C:2]([F:1])([F:43])[C:3]1[CH:42]=[CH:41][C:6]([CH2:7][N:8]2[C:13](=[O:14])[C:12]([C:15]3[CH:20]=[CH:19][C:18]([Cl:21])=[CH:17][CH:16]=3)=[C:11]([C:22]3[CH:27]=[CH:26][C:25]([Cl:28])=[CH:24][CH:23]=3)[C:10]3=[N:29][NH:30][C:31](=[O:32])[N:9]23)=[CH:5][CH:4]=1. (4) Given the reactants [NH2:1][C@@H:2]1[CH2:7][CH2:6][C@H:5]([NH:8][C:9](=[O:15])[O:10][C:11]([CH3:14])([CH3:13])[CH3:12])[CH2:4][CH2:3]1.C(N(C(C)C)CC)(C)C.Cl[C:26]1[N:31]=[C:30]([Cl:32])[N:29]=[C:28]2[NH:33][N:34]=[CH:35][C:27]=12, predict the reaction product. The product is: [Cl:32][C:30]1[N:29]=[C:28]2[NH:33][N:34]=[CH:35][C:27]2=[C:26]([NH:1][C@@H:2]2[CH2:7][CH2:6][C@H:5]([NH:8][C:9](=[O:15])[O:10][C:11]([CH3:12])([CH3:14])[CH3:13])[CH2:4][CH2:3]2)[N:31]=1. (5) The product is: [Cl:29][C:11]1[N:12]=[N:13][C:14]([CH3:15])=[C:9]([C:3]2[C:2]([F:1])=[CH:7][CH:6]=[CH:5][C:4]=2[F:8])[C:10]=1[C:17]1[CH:22]=[C:21]([O:23][CH3:24])[CH:20]=[C:19]([O:25][CH3:26])[CH:18]=1. Given the reactants [F:1][C:2]1[CH:7]=[CH:6][CH:5]=[C:4]([F:8])[C:3]=1[CH:9]1[C:14]([CH3:15])=[N:13][NH:12][C:11](=O)[CH:10]1[C:17]1[CH:22]=[C:21]([O:23][CH3:24])[CH:20]=[C:19]([O:25][CH3:26])[CH:18]=1.P(Cl)(Cl)([Cl:29])=O, predict the reaction product. (6) Given the reactants C([O:3][C:4](=[O:34])[C:5]1[CH:10]=[CH:9][CH:8]=[C:7]([O:11][C:12]2[N:13]([CH2:31][CH2:32][CH3:33])[C:14](=[O:30])[C:15]3[NH:16][C:17]([C:21]45[CH2:28][CH:27]6[CH2:29][CH:23]([CH2:24][CH:25]4[CH2:26]6)[CH2:22]5)=[N:18][C:19]=3[N:20]=2)[CH:6]=1)C.[OH-].[Na+], predict the reaction product. The product is: [CH2:24]1[CH:25]2[C:21]3([C:17]4[NH:16][C:15]5[C:14](=[O:30])[N:13]([CH2:31][CH2:32][CH3:33])[C:12]([O:11][C:7]6[CH:6]=[C:5]([CH:10]=[CH:9][CH:8]=6)[C:4]([OH:34])=[O:3])=[N:20][C:19]=5[N:18]=4)[CH2:28][CH:27]([CH2:29][CH:23]1[CH2:22]3)[CH2:26]2. (7) Given the reactants [CH3:1][C:2]1[CH:7]=[CH:6][CH:5]=[C:4]([CH3:8])[C:3]=1[C:9]1[NH:10][C:11]2[CH:17]=[C:16]([C:18]([OH:20])=O)[CH:15]=[CH:14][C:12]=2[N:13]=1.C1(C)C=CC=CC=1.O=S(Cl)[Cl:30], predict the reaction product. The product is: [ClH:30].[CH3:1][C:2]1[CH:7]=[CH:6][CH:5]=[C:4]([CH3:8])[C:3]=1[C:9]1[NH:10][C:11]2[CH:17]=[C:16]([C:18]([Cl:30])=[O:20])[CH:15]=[CH:14][C:12]=2[N:13]=1.